This data is from Reaction yield outcomes from USPTO patents with 853,638 reactions. The task is: Predict the reaction yield, written as a fraction of the theoretical maximum amount of product (1.0 means a 100% yield; for example, 0.34 means a 34% yield). (1) The reactants are [CH:1]1([N:7]([CH:18]2[CH2:23][CH2:22][CH2:21][CH2:20][CH2:19]2)[C:8]([NH:10][C:11]2[S:12][C:13]([CH:16]=O)=[CH:14][N:15]=2)=[O:9])[CH2:6][CH2:5][CH2:4][CH2:3][CH2:2]1.Cl.[NH:25]1[CH2:29][CH2:28][C:27](=[O:30])[NH:26]1.C(O[BH-](OC(=O)C)OC(=O)C)(=O)C.[Na+]. No catalyst specified. The product is [CH:18]1([N:7]([CH:1]2[CH2:6][CH2:5][CH2:4][CH2:3][CH2:2]2)[C:8]([NH:10][C:11]2[S:12][C:13]([CH2:16][N:25]3[CH2:29][CH2:28][C:27](=[O:30])[NH:26]3)=[CH:14][N:15]=2)=[O:9])[CH2:19][CH2:20][CH2:21][CH2:22][CH2:23]1. The yield is 0.160. (2) The reactants are [Cl:1][C:2]1[CH:3]=[C:4]([C:8]([F:32])([F:31])[CH2:9][NH:10][C:11]2[C:12]([F:30])=[C:13]([CH2:19][C:20]([NH:22][CH2:23][CH2:24][O:25][NH:26][C:27](=[NH:29])[NH2:28])=[O:21])[C:14]([C:17]#[N:18])=[CH:15][CH:16]=2)[CH:5]=[CH:6][CH:7]=1.Cl.Cl.CC#N. The catalyst is CC#N. The product is [ClH:1].[C:27]([NH:26][O:25][CH2:24][CH2:23][NH:22][C:20](=[O:21])[CH2:19][C:13]1[C:14]([C:17]#[N:18])=[CH:15][CH:16]=[C:11]([NH:10][CH2:9][C:8]([C:4]2[CH:5]=[CH:6][CH:7]=[C:2]([Cl:1])[CH:3]=2)([F:31])[F:32])[C:12]=1[F:30])(=[NH:28])[NH2:29]. The yield is 0.880. (3) The yield is 0.240. The product is [C:1]([C:5]1[NH:6][C:7]2[C:12]([CH:13]=1)=[CH:11][C:10]([NH2:14])=[CH:9][C:8]=2[F:17])([CH3:4])([CH3:2])[CH3:3]. The catalyst is CO.[Ni]. The reactants are [C:1]([C:5]1[NH:6][C:7]2[C:12]([CH:13]=1)=[CH:11][C:10]([N+:14]([O-])=O)=[CH:9][C:8]=2[F:17])([CH3:4])([CH3:3])[CH3:2]. (4) The catalyst is C(O)C.[Pd]. The yield is 0.350. The reactants are C([O:3][C:4](=[O:36])[CH:5]([C:29]1[CH:30]=[C:31]([CH3:35])[CH:32]=[CH:33][CH:34]=1)[CH2:6][C:7]1[CH:11]=[C:10]([C:12]2[CH:17]=[CH:16][C:15]([NH:18][CH2:19][CH:20]=[CH2:21])=[CH:14][CH:13]=2)[N:9]([C:22]2[CH:27]=[CH:26][C:25]([CH3:28])=[CH:24][CH:23]=2)[N:8]=1)C.CS(O)(=O)=O. The product is [N:18]1[C:15]2[C:16](=[CH:17][C:12]([C:10]3[N:9]([C:22]4[CH:27]=[CH:26][C:25]([CH3:28])=[CH:24][CH:23]=4)[N:8]=[C:7]([CH2:6][CH:5]([C:29]4[CH:30]=[C:31]([CH3:35])[CH:32]=[CH:33][CH:34]=4)[C:4]([OH:3])=[O:36])[CH:11]=3)=[CH:13][CH:14]=2)[CH:21]=[CH:20][CH:19]=1.[NH2:18][C:15]1[CH:16]=[CH:17][C:12]([C:10]2[N:9]([C:22]3[CH:23]=[CH:24][C:25]([CH3:28])=[CH:26][CH:27]=3)[N:8]=[C:7]([CH2:6][CH:5]([C:29]3[CH:30]=[C:31]([CH3:35])[CH:32]=[CH:33][CH:34]=3)[C:4]([OH:36])=[O:3])[CH:11]=2)=[CH:13][CH:14]=1. (5) The reactants are [F:1][C:2]1[CH:7]=[CH:6][C:5]([F:8])=[CH:4][C:3]=1B(O)O.[I:12][C:13]1[N:14]=[CH:15][NH:16][CH:17]=1. The catalyst is [Cu]Cl.CO. The product is [F:1][C:2]1[CH:7]=[CH:6][C:5]([F:8])=[CH:4][C:3]=1[N:16]1[CH:17]=[C:13]([I:12])[N:14]=[CH:15]1. The yield is 0.200. (6) The reactants are [Cl-].O[NH3+:3].[C:4](=[O:7])([O-])[OH:5].[Na+].CS(C)=O.[C:13]([O:17][C:18]1[CH:23]=[CH:22][C:21]([N:24]2[C:29](=[O:30])[C:28]([CH2:31][C:32]3[CH:37]=[CH:36][C:35]([C:38]4[C:39]([C:44]#[N:45])=[CH:40][CH:41]=[CH:42][CH:43]=4)=[CH:34][CH:33]=3)=[C:27]([CH2:46][CH2:47][CH3:48])[N:26]=[C:25]2[CH2:49][CH3:50])=[CH:20][CH:19]=1)([CH3:16])([CH3:15])[CH3:14]. The catalyst is O. The product is [C:13]([O:17][C:18]1[CH:19]=[CH:20][C:21]([N:24]2[C:29](=[O:30])[C:28]([CH2:31][C:32]3[CH:33]=[CH:34][C:35]([C:38]4[CH:43]=[CH:42][CH:41]=[CH:40][C:39]=4[C:44]4[NH:3][C:4](=[O:7])[O:5][N:45]=4)=[CH:36][CH:37]=3)=[C:27]([CH2:46][CH2:47][CH3:48])[N:26]=[C:25]2[CH2:49][CH3:50])=[CH:22][CH:23]=1)([CH3:16])([CH3:15])[CH3:14]. The yield is 0.540. (7) The reactants are [C:1]([Si:5]([CH3:15])([CH3:14])[O:6][CH2:7][CH2:8][CH2:9][CH2:10][CH:11]1[CH2:13][O:12]1)([CH3:4])([CH3:3])[CH3:2].[NH2:16][C:17]1[CH:18]=[CH:19][C:20]2[S:25][CH2:24][C:23](=[O:26])[NH:22][C:21]=2[CH:27]=1. The catalyst is CCO.O. The product is [C:1]([Si:5]([CH3:15])([CH3:14])[O:6][CH2:7][CH2:8][CH2:9][CH2:10][CH:11]([OH:12])[CH2:13][NH:16][C:17]1[CH:18]=[CH:19][C:20]2[S:25][CH2:24][C:23](=[O:26])[NH:22][C:21]=2[CH:27]=1)([CH3:4])([CH3:3])[CH3:2]. The yield is 0.420.